This data is from Full USPTO retrosynthesis dataset with 1.9M reactions from patents (1976-2016). The task is: Predict the reactants needed to synthesize the given product. Given the product [NH2:1][C:2]1[N:7]=[C:6]([C:8]2[CH:15]=[C:14]3[C:11]([C:12]([NH2:13])=[N:27][NH:28]3)=[CH:10][CH:9]=2)[CH:5]=[C:4]([N:17]2[CH2:21][CH2:20][CH2:19][CH:18]2[C:22]([F:25])([F:24])[F:23])[N:3]=1, predict the reactants needed to synthesize it. The reactants are: [NH2:1][C:2]1[N:7]=[C:6]([C:8]2[CH:15]=[CH:14][C:11]([C:12]#[N:13])=[C:10](F)[CH:9]=2)[CH:5]=[C:4]([N:17]2[CH2:21][CH2:20][CH2:19][CH:18]2[C:22]([F:25])([F:24])[F:23])[N:3]=1.O.[NH2:27][NH2:28].